Dataset: Peptide-MHC class II binding affinity with 134,281 pairs from IEDB. Task: Regression. Given a peptide amino acid sequence and an MHC pseudo amino acid sequence, predict their binding affinity value. This is MHC class II binding data. (1) The peptide sequence is ERGYVKLEGRVIDLG. The MHC is DRB3_0202 with pseudo-sequence DRB3_0202. The binding affinity (normalized) is 0.380. (2) The peptide sequence is YDKFLFNVSTVLTGK. The MHC is DRB1_1602 with pseudo-sequence DRB1_1602. The binding affinity (normalized) is 0.766. (3) The peptide sequence is DKGPGFVVTGRVYCD. The MHC is DRB1_1001 with pseudo-sequence DRB1_1001. The binding affinity (normalized) is 0.280. (4) The peptide sequence is EKKYFAHTQFEPLAA. The MHC is HLA-DQA10501-DQB10301 with pseudo-sequence HLA-DQA10501-DQB10301. The binding affinity (normalized) is 0.0725.